From a dataset of Catalyst prediction with 721,799 reactions and 888 catalyst types from USPTO. Predict which catalyst facilitates the given reaction. (1) Reactant: [OH:1][C:2]1[C:3]([C:14]2[CH:19]=[CH:18][CH:17]=[CH:16][CH:15]=2)=[C:4]([CH2:9][C:10]([O:12][CH3:13])=[O:11])[CH:5]=[C:6]([OH:8])[CH:7]=1.[CH3:20][O:21]C(Cl)Cl.[Sn](Cl)(Cl)(Cl)Cl.Cl. Product: [CH:20]([C:5]1[C:6]([OH:8])=[CH:7][C:2]([OH:1])=[C:3]([C:14]2[CH:19]=[CH:18][CH:17]=[CH:16][CH:15]=2)[C:4]=1[CH2:9][C:10]([O:12][CH3:13])=[O:11])=[O:21]. The catalyst class is: 46. (2) Reactant: [F:1][C:2]([C:12]1[CH:17]=[CH:16][C:15](I)=[CH:14][CH:13]=1)([CH3:11])[CH2:3][NH:4][S:5]([CH:8]([CH3:10])[CH3:9])(=[O:7])=[O:6].[C:19]1(OB(O)O)[CH:24]=[CH:23][CH:22]=[CH:21][CH:20]=1.C(=O)([O-])[O-].[K+].[K+].O. Product: [F:1][C:2]([C:12]1[CH:17]=[CH:16][C:15]([C:19]2[CH:24]=[CH:23][CH:22]=[CH:21][CH:20]=2)=[CH:14][CH:13]=1)([CH3:11])[CH2:3][NH:4][S:5]([CH:8]([CH3:10])[CH3:9])(=[O:7])=[O:6]. The catalyst class is: 38. (3) Reactant: [CH3:1][O:2][C:3](=[O:12])[C:4]1[CH:9]=[CH:8][CH:7]=[C:6]([C:10]#[N:11])[CH:5]=1.P([O-])(OCC)(SCC)=[S:14]. Product: [C:10]([C:6]1[CH:5]=[C:4]([CH:9]=[CH:8][CH:7]=1)[C:3]([O:2][CH3:1])=[O:12])(=[S:14])[NH2:11]. The catalyst class is: 20. (4) Reactant: [C:9](O[C:9]([O:11][C:12]([CH3:15])([CH3:14])[CH3:13])=[O:10])([O:11][C:12]([CH3:15])([CH3:14])[CH3:13])=[O:10].[CH:16]1([C:22]2([CH2:28][OH:29])[CH2:27][CH2:26][NH:25][CH2:24][CH2:23]2)[CH2:21][CH2:20][CH2:19][CH2:18][CH2:17]1.C(N(CC)CC)C. Product: [C:12]([O:11][C:9]([N:25]1[CH2:24][CH2:23][C:22]([CH:16]2[CH2:17][CH2:18][CH2:19][CH2:20][CH2:21]2)([CH2:28][OH:29])[CH2:27][CH2:26]1)=[O:10])([CH3:13])([CH3:14])[CH3:15]. The catalyst class is: 5.